Dataset: Full USPTO retrosynthesis dataset with 1.9M reactions from patents (1976-2016). Task: Predict the reactants needed to synthesize the given product. Given the product [CH2:14]([O:16][C:17]([C:19]1[C:20]([CH3:26])=[N:21][C:22]([NH:13][CH2:12][CH2:11][CH2:10][C:5]2[CH:4]=[CH:9][CH:8]=[C:7]([O:29][CH3:27])[CH:6]=2)=[N:23][CH:24]=1)=[O:18])[CH3:15], predict the reactants needed to synthesize it. The reactants are: Cl.CO[C:4]1[CH:9]=[CH:8][CH:7]=[CH:6][C:5]=1[CH2:10][CH2:11][CH2:12][NH2:13].[CH2:14]([O:16][C:17]([C:19]1[C:20]([CH3:26])=[N:21][C:22](Cl)=[N:23][CH:24]=1)=[O:18])[CH3:15].[C:27]([O-])(=[O:29])C.[K+].